Dataset: Catalyst prediction with 721,799 reactions and 888 catalyst types from USPTO. Task: Predict which catalyst facilitates the given reaction. (1) Reactant: [C:1]([C:5]1[O:9][N:8]=[C:7]([NH:10][C:11]([C@@H:13]2[CH2:17][C@H:16]([OH:18])[CH2:15][N:14]2[C:19]2[C:24]([Cl:25])=[CH:23][C:22]([C:26]([F:29])([F:28])[F:27])=[CH:21][N:20]=2)=[O:12])[CH:6]=1)([CH3:4])([CH3:3])[CH3:2].C(N(CC)CC)C. Product: [C:1]([C:5]1[O:9][N:8]=[C:7]([NH:10][C:11]([C@@H:13]2[CH2:17][C:16](=[O:18])[CH2:15][N:14]2[C:19]2[C:24]([Cl:25])=[CH:23][C:22]([C:26]([F:27])([F:28])[F:29])=[CH:21][N:20]=2)=[O:12])[CH:6]=1)([CH3:4])([CH3:2])[CH3:3]. The catalyst class is: 16. (2) Reactant: [N+:1]([C:4]1[CH:11]=[CH:10][C:7]([CH2:8]Cl)=[CH:6][CH:5]=1)([O-:3])=[O:2].[CH:12]([N:15]1[CH2:20][CH2:19][NH:18][CH2:17][CH2:16]1)([CH3:14])[CH3:13].C(=O)([O-])[O-].[K+].[K+]. Product: [CH:12]([N:15]1[CH2:20][CH2:19][N:18]([CH2:8][C:7]2[CH:10]=[CH:11][C:4]([N+:1]([O-:3])=[O:2])=[CH:5][CH:6]=2)[CH2:17][CH2:16]1)([CH3:14])[CH3:13]. The catalyst class is: 21. (3) Reactant: [CH3:1][NH:2][C:3]1[CH:4]=[C:5]([CH:14]=[CH:15][C:16]=1[N+:17]([O-])=O)[O:6][C:7]1[CH:13]=[CH:12][C:10]([NH2:11])=[CH:9][CH:8]=1.[CH3:20][O:21][C:22]([NH:24][C:25](=NC(OC)=O)SC)=[O:23].CC(O)=O. Product: [CH3:1][N:2]1[C:3]2[CH:4]=[C:5]([O:6][C:7]3[CH:13]=[CH:12][C:10]([NH2:11])=[CH:9][CH:8]=3)[CH:14]=[CH:15][C:16]=2[N:17]=[C:25]1[NH:24][C:22](=[O:23])[O:21][CH3:20]. The catalyst class is: 19. (4) The catalyst class is: 7. Product: [CH:1]1([CH:7]([NH:18][C:19]2[CH:20]=[CH:21][C:22]([C:25]([N:27]([CH3:35])[CH2:28][CH2:29][C:30]([OH:32])=[O:31])=[O:26])=[N:23][CH:24]=2)[C:8]2[S:9][C:10]3[CH:17]=[CH:16][CH:15]=[CH:14][C:11]=3[C:12]=2[CH3:13])[CH2:6][CH2:5][CH2:4][CH2:3][CH2:2]1. Reactant: [CH:1]1([CH:7]([NH:18][C:19]2[CH:20]=[CH:21][C:22]([C:25]([N:27]([CH3:35])[CH2:28][CH2:29][C:30]([O:32]CC)=[O:31])=[O:26])=[N:23][CH:24]=2)[C:8]2[S:9][C:10]3[CH:17]=[CH:16][CH:15]=[CH:14][C:11]=3[C:12]=2[CH3:13])[CH2:6][CH2:5][CH2:4][CH2:3][CH2:2]1.CCCCCC.CC(O)C.C(O)C.[OH-].[Li+]. (5) Reactant: [NH2:1][CH2:2][CH:3]([C:12]1([OH:18])[CH2:17][CH2:16][CH2:15][CH2:14][CH2:13]1)[C:4]1[CH:9]=[CH:8][C:7]([O:10][CH3:11])=[CH:6][CH:5]=1.[ClH:19].C(O)(C)C. Product: [ClH:19].[NH2:1][CH2:2][CH:3]([C:12]1([OH:18])[CH2:17][CH2:16][CH2:15][CH2:14][CH2:13]1)[C:4]1[CH:5]=[CH:6][C:7]([O:10][CH3:11])=[CH:8][CH:9]=1. The catalyst class is: 13.